Task: Regression. Given two drug SMILES strings and cell line genomic features, predict the synergy score measuring deviation from expected non-interaction effect.. Dataset: NCI-60 drug combinations with 297,098 pairs across 59 cell lines (1) Drug 1: C1=CC(=CC=C1C#N)C(C2=CC=C(C=C2)C#N)N3C=NC=N3. Drug 2: CC1=C(C(CCC1)(C)C)C=CC(=CC=CC(=CC(=O)O)C)C. Cell line: UACC-257. Synergy scores: CSS=5.52, Synergy_ZIP=-1.91, Synergy_Bliss=0.993, Synergy_Loewe=1.45, Synergy_HSA=1.77. (2) Drug 1: CC1CCC2CC(C(=CC=CC=CC(CC(C(=O)C(C(C(=CC(C(=O)CC(OC(=O)C3CCCCN3C(=O)C(=O)C1(O2)O)C(C)CC4CCC(C(C4)OC)OCCO)C)C)O)OC)C)C)C)OC. Drug 2: C1=NNC2=C1C(=O)NC=N2. Cell line: HOP-92. Synergy scores: CSS=-0.503, Synergy_ZIP=-2.40, Synergy_Bliss=-3.61, Synergy_Loewe=-3.99, Synergy_HSA=-4.00. (3) Drug 1: C1=CC(=CC=C1CC(C(=O)O)N)N(CCCl)CCCl.Cl. Drug 2: CS(=O)(=O)OCCCCOS(=O)(=O)C. Cell line: M14. Synergy scores: CSS=18.8, Synergy_ZIP=11.2, Synergy_Bliss=14.1, Synergy_Loewe=2.92, Synergy_HSA=8.20. (4) Drug 1: C1=CC(=CC=C1C#N)C(C2=CC=C(C=C2)C#N)N3C=NC=N3. Drug 2: CC1=C(C(=CC=C1)Cl)NC(=O)C2=CN=C(S2)NC3=CC(=NC(=N3)C)N4CCN(CC4)CCO. Cell line: COLO 205. Synergy scores: CSS=1.91, Synergy_ZIP=1.00, Synergy_Bliss=1.16, Synergy_Loewe=0.983, Synergy_HSA=1.21. (5) Drug 1: CCC1=C2CN3C(=CC4=C(C3=O)COC(=O)C4(CC)O)C2=NC5=C1C=C(C=C5)O. Synergy scores: CSS=43.0, Synergy_ZIP=-0.763, Synergy_Bliss=1.83, Synergy_Loewe=-2.18, Synergy_HSA=1.23. Drug 2: B(C(CC(C)C)NC(=O)C(CC1=CC=CC=C1)NC(=O)C2=NC=CN=C2)(O)O. Cell line: EKVX.